The task is: Predict the reactants needed to synthesize the given product.. This data is from Full USPTO retrosynthesis dataset with 1.9M reactions from patents (1976-2016). The reactants are: [CH2:1]([O:3][CH:4]([O:7][CH2:8][CH3:9])[C:5]#[N:6])[CH3:2].C[O-].[Na+].[C:13](=O)=[O:14].C(=O)([O-])[O-].[Na+].[Na+]. Given the product [CH2:1]([O:3][CH:4]([O:7][CH2:8][CH3:9])[C:5](=[NH:6])[O:14][CH3:13])[CH3:2], predict the reactants needed to synthesize it.